Predict the reaction yield, written as a fraction of the theoretical maximum amount of product (1.0 means a 100% yield; for example, 0.34 means a 34% yield). From a dataset of Reaction yield outcomes from USPTO patents with 853,638 reactions. (1) The reactants are Cl.[NH:2]1[CH2:5][CH:4]([OH:6])[CH2:3]1.[CH3:7][O:8][CH2:9][CH2:10][O:11][C:12]1[CH:13]=[C:14]2[C:18](=[C:19]([N:21]([CH3:31])[S:22]([C:25]3[CH:30]=[CH:29][CH:28]=[CH:27][N:26]=3)(=[O:24])=[O:23])[CH:20]=1)[NH:17][C:16]([C:32]1[S:33][CH:34]([CH2:37][C:38](O)=[O:39])[CH2:35][N:36]=1)=[CH:15]2.N1(O)C2C=CC=CC=2N=N1.Cl.CN(C)CCCN=C=NCC. The catalyst is O.CN(C)C=O.C(N(CC)CC)C. The product is [OH:6][CH:4]1[CH2:5][N:2]([C:38](=[O:39])[CH2:37][CH:34]2[S:33][C:32]([C:16]3[NH:17][C:18]4[C:14]([CH:15]=3)=[CH:13][C:12]([O:11][CH2:10][CH2:9][O:8][CH3:7])=[CH:20][C:19]=4[N:21]([CH3:31])[S:22]([C:25]3[CH:30]=[CH:29][CH:28]=[CH:27][N:26]=3)(=[O:23])=[O:24])=[N:36][CH2:35]2)[CH2:3]1. The yield is 0.290. (2) The reactants are [F:1][C:2]1([F:34])[CH2:7][CH2:6][CH:5]([CH2:8][C:9]2[N:13]3[C:14]([CH3:29])=[CH:15][C:16]([C:20]([NH:22][CH:23]4[CH2:28][CH2:27][O:26][CH2:25][CH2:24]4)=[O:21])=[C:17]([O:18]C)[C:12]3=[N:11][C:10]=2[C:30]([F:33])([F:32])[F:31])[CH2:4][CH2:3]1.C(S)CCCCCCCCCCC.CC(C)([O-])C.[K+].[Cl-].[NH4+]. The catalyst is CS(C)=O. The product is [F:34][C:2]1([F:1])[CH2:7][CH2:6][CH:5]([CH2:8][C:9]2[N:13]3[C:14]([CH3:29])=[CH:15][C:16]([C:20]([NH:22][CH:23]4[CH2:28][CH2:27][O:26][CH2:25][CH2:24]4)=[O:21])=[C:17]([OH:18])[C:12]3=[N:11][C:10]=2[C:30]([F:31])([F:33])[F:32])[CH2:4][CH2:3]1. The yield is 0.420. (3) The reactants are [CH3:1][C@@H:2]1[NH:7][CH2:6][CH2:5][N:4]([C:8]([O:10][C:11]([CH3:14])([CH3:13])[CH3:12])=[O:9])[CH2:3]1.[Br:15][C:16]1[CH:21]=[N:20][C:19](Br)=[CH:18][N:17]=1. No catalyst specified. The product is [Br:15][C:16]1[N:17]=[CH:18][C:19]([N:7]2[CH2:6][CH2:5][N:4]([C:8]([O:10][C:11]([CH3:13])([CH3:12])[CH3:14])=[O:9])[CH2:3][C@@H:2]2[CH3:1])=[N:20][CH:21]=1. The yield is 0.190. (4) The catalyst is C(Cl)Cl.O.CN(C=O)C. The reactants are C(Cl)(=O)C(Cl)=O.[Br:7][C:8]1[C:9]([OH:18])=[CH:10][C:11]([OH:17])=[C:12]([CH:16]=1)[C:13]([OH:15])=O.C(N(C(C)C)CC)(C)C.[CH2:28]1[C:36]2[C:31](=[CH:32][CH:33]=[CH:34][CH:35]=2)[CH2:30][NH:29]1. The yield is 0.438. The product is [Br:7][C:8]1[CH:16]=[C:12]([C:13]([N:29]2[CH2:30][C:31]3[C:36](=[CH:35][CH:34]=[CH:33][CH:32]=3)[CH2:28]2)=[O:15])[C:11]([OH:17])=[CH:10][C:9]=1[OH:18]. (5) The reactants are [NH2:1][C:2]1[C:11]2[C:6](=[C:7](Br)[CH:8]=[CH:9][CH:10]=2)[N:5]=[N:4][C:3]=1[C:13]([NH:15][CH:16]1[CH2:18][CH2:17]1)=[O:14].[CH3:19][C:20]1[N:25]=[CH:24][C:23](B(O)O)=[CH:22][CH:21]=1. No catalyst specified. The product is [NH2:1][C:2]1[C:11]2[C:6](=[C:7]([C:23]3[CH:24]=[N:25][C:20]([CH3:19])=[CH:21][CH:22]=3)[CH:8]=[CH:9][CH:10]=2)[N:5]=[N:4][C:3]=1[C:13]([NH:15][CH:16]1[CH2:18][CH2:17]1)=[O:14]. The yield is 0.800. (6) The reactants are [Cl:1][C:2]1[C:3]([C:10]([OH:12])=O)=[N:4][CH:5]=[C:6]([C:8]#[N:9])[CH:7]=1.C(Cl)(=O)C([Cl:16])=O. The catalyst is ClCCl.CN(C)C=O. The product is [Cl:1][C:2]1[C:3]([C:10]([Cl:16])=[O:12])=[N:4][CH:5]=[C:6]([C:8]#[N:9])[CH:7]=1. The yield is 0.860. (7) The reactants are [NH2:1][C:2]1[CH:3]=[C:4]([CH:15]=[CH:16][C:17]=1[OH:18])[C:5]([NH:7][CH:8]([CH2:12][CH2:13][CH3:14])[CH2:9][CH2:10][CH3:11])=[O:6].[CH3:19][O:20][C:21](OC)(OC)OC. No catalyst specified. The product is [CH2:9]([CH:8]([NH:7][C:5]([C:4]1[CH:15]=[CH:16][C:17]2[O:18][C:19]([O:20][CH3:21])=[N:1][C:2]=2[CH:3]=1)=[O:6])[CH2:12][CH2:13][CH3:14])[CH2:10][CH3:11]. The yield is 0.600.